From a dataset of Peptide-MHC class II binding affinity with 134,281 pairs from IEDB. Regression. Given a peptide amino acid sequence and an MHC pseudo amino acid sequence, predict their binding affinity value. This is MHC class II binding data. The peptide sequence is EKKYSAATQFEPLAA. The MHC is HLA-DQA10401-DQB10402 with pseudo-sequence HLA-DQA10401-DQB10402. The binding affinity (normalized) is 0.597.